Dataset: CYP2D6 inhibition data for predicting drug metabolism from PubChem BioAssay. Task: Regression/Classification. Given a drug SMILES string, predict its absorption, distribution, metabolism, or excretion properties. Task type varies by dataset: regression for continuous measurements (e.g., permeability, clearance, half-life) or binary classification for categorical outcomes (e.g., BBB penetration, CYP inhibition). Dataset: cyp2d6_veith. (1) The compound is O=C(c1ccco1)N1CCC2(CCCN(c3ncccn3)C2)CC1. The result is 0 (non-inhibitor). (2) The drug is O=C(c1ccco1)N1CCN(C(=O)C2(S(=O)(=O)c3ccc(Cl)cc3)CC2)CC1. The result is 0 (non-inhibitor). (3) The molecule is COC(=O)N1CCC2(CCN(Cc3ccccc3OC)CC2)CC1. The result is 1 (inhibitor). (4) The compound is N#Cc1ccc(-c2ccc(F)cc2)nc1Oc1ccc(Cl)c(Cl)c1. The result is 0 (non-inhibitor). (5) The molecule is CC(C)[C@@]1(NC(=O)[C@@H]2C[C@H]3c4cccc5[nH]cc(c45)C[C@@H]3N(C)C2)O[C@]2(O)[C@H]3CCCN3C(=O)[C@H](Cc3ccccc3)N2C1=O.CS(=O)(=O)O. The result is 0 (non-inhibitor).